Dataset: NCI-60 drug combinations with 297,098 pairs across 59 cell lines. Task: Regression. Given two drug SMILES strings and cell line genomic features, predict the synergy score measuring deviation from expected non-interaction effect. Drug 1: CC(C1=C(C=CC(=C1Cl)F)Cl)OC2=C(N=CC(=C2)C3=CN(N=C3)C4CCNCC4)N. Drug 2: COC1=CC(=CC(=C1O)OC)C2C3C(COC3=O)C(C4=CC5=C(C=C24)OCO5)OC6C(C(C7C(O6)COC(O7)C8=CC=CS8)O)O. Cell line: CAKI-1. Synergy scores: CSS=57.1, Synergy_ZIP=-0.696, Synergy_Bliss=3.92, Synergy_Loewe=-3.23, Synergy_HSA=7.98.